Dataset: Forward reaction prediction with 1.9M reactions from USPTO patents (1976-2016). Task: Predict the product of the given reaction. (1) Given the reactants [Br:1][C:2]1[CH:3]=[C:4]2[C:9](=[O:10])[O:8][C:6](=O)[C:5]2=[CH:11][CH:12]=1.[CH2:13]([NH:18][CH2:19]C(OCC)=O)[C:14]([CH3:17])([CH3:16])[CH3:15].Cl.[C:26](=[O:29])([O-])[O-:27].[K+].[K+].CI.[O-][CH2:35]C.[Na+].C(O)C.O1[CH2:45][CH2:44][CH2:43]C1, predict the reaction product. The product is: [Br:1][C:2]1[CH:3]=[C:4]2[C:5]([C:6]([OH:8])=[C:19]([C:26]([O:27][C:44]([CH3:43])([CH3:45])[CH3:35])=[O:29])[N:18]([CH2:13][C:14]([CH3:15])([CH3:16])[CH3:17])[C:9]2=[O:10])=[CH:11][CH:12]=1. (2) Given the reactants [NH2:1][C:2]1[CH:3]=[N:4][N:5]([CH3:25])[C:6]=1[N:7]1[CH2:13][CH2:12][CH2:11][C@H:10]([NH:14]C(=O)OCC2C=CC=CC=2)[CH2:9][CH2:8]1.C(OC([NH:33][C:34]1[S:38][C:37]([C:39]2[C:44]([F:45])=[CH:43][CH:42]=[CH:41][C:40]=2[F:46])=[N:36][C:35]=1[C:47](O)=[O:48])=O)(C)(C)C.CN(C(ON1N=NC2C=CC=NC1=2)=[N+](C)C)C.F[P-](F)(F)(F)(F)F, predict the reaction product. The product is: [NH2:33][C:34]1[S:38][C:37]([C:39]2[C:44]([F:45])=[CH:43][CH:42]=[CH:41][C:40]=2[F:46])=[N:36][C:35]=1[C:47]([NH:1][C:2]1[CH:3]=[N:4][N:5]([CH3:25])[C:6]=1[N:7]1[CH2:13][CH2:12][CH2:11][C@H:10]([NH2:14])[CH2:9][CH2:8]1)=[O:48]. (3) Given the reactants [CH3:1][O:2][C:3]1[CH:8]=[CH:7][C:6]([C:9]2[CH:14]=[CH:13][C:12]([CH:15](C(OC)=O)[C:16]([O:18]C)=[O:17])=[C:11]([N+:24]([O-:26])=[O:25])[CH:10]=2)=[CH:5][CH:4]=1, predict the reaction product. The product is: [CH3:1][O:2][C:3]1[CH:4]=[CH:5][C:6]([C:9]2[CH:14]=[CH:13][C:12]([CH2:15][C:16]([OH:18])=[O:17])=[C:11]([N+:24]([O-:26])=[O:25])[CH:10]=2)=[CH:7][CH:8]=1. (4) Given the reactants [CH3:1][C:2]1[C:7]([NH:8][C:9](=[O:15])[O:10][C:11]([CH3:14])([CH3:13])[CH3:12])=[C:6]([CH3:16])[N:5]=[C:4]([O:17][CH2:18][C:19]([N:21]([CH3:28])[CH:22]2[CH2:27][CH2:26][NH:25][CH2:24][CH2:23]2)=[O:20])[N:3]=1.[CH2:29](Br)[CH:30]([CH3:32])[CH3:31], predict the reaction product. The product is: [CH2:29]([N:25]1[CH2:24][CH2:23][CH:22]([N:21]([CH3:28])[C:19](=[O:20])[CH2:18][O:17][C:4]2[N:3]=[C:2]([CH3:1])[C:7]([NH:8][C:9](=[O:15])[O:10][C:11]([CH3:14])([CH3:12])[CH3:13])=[C:6]([CH3:16])[N:5]=2)[CH2:27][CH2:26]1)[CH:30]([CH3:32])[CH3:31]. (5) Given the reactants O1C2CCCC([NH2:10])C=2C=C1.[CH3:11][O:12][C:13]1[CH:14]=[CH:15][CH:16]=[C:17]2[C:22]=1C=[CH:20][CH2:19][CH2:18]2, predict the reaction product. The product is: [CH3:11][O:12][C:13]1[CH:22]=[C:17]2[C:16]([CH2:20][CH2:19][CH:18]2[NH2:10])=[CH:15][CH:14]=1. (6) Given the reactants [CH2:1]([N:8]1[CH2:13][CH2:12][CH:11]([C:14]2([C:19]([NH:21][NH2:22])=O)[CH2:18][CH2:17][CH2:16][CH2:15]2)[CH2:10][CH2:9]1)[C:2]1[CH:7]=[CH:6][CH:5]=[CH:4][CH:3]=1.CO[C:25]1[CH2:26][CH2:27][CH2:28][CH2:29][CH2:30][CH2:31][N:32]=1, predict the reaction product. The product is: [CH2:1]([N:8]1[CH2:13][CH2:12][CH:11]([C:14]2([C:19]3[N:32]4[CH2:31][CH2:30][CH2:29][CH2:28][CH2:27][CH2:26][C:25]4=[N:22][N:21]=3)[CH2:18][CH2:17][CH2:16][CH2:15]2)[CH2:10][CH2:9]1)[C:2]1[CH:7]=[CH:6][CH:5]=[CH:4][CH:3]=1. (7) Given the reactants [Li+].[BH4-].[OH:3][C@H:4]1[CH2:8][N:7]([C:9]([O:11][C:12]([CH3:15])([CH3:14])[CH3:13])=[O:10])[C@@H:6]([C:16](OC)=[O:17])[CH2:5]1, predict the reaction product. The product is: [OH:3][C@H:4]1[CH2:8][N:7]([C:9]([O:11][C:12]([CH3:13])([CH3:14])[CH3:15])=[O:10])[C@@H:6]([CH2:16][OH:17])[CH2:5]1. (8) Given the reactants [CH3:1][O:2][C:3]1[CH:4]=[C:5](/[CH:15]=[CH:16]/[C:17]([NH:19][NH:20][C:21](=O)[C:22]2[CH:27]=[CH:26][CH:25]=[C:24]([F:28])[CH:23]=2)=[O:18])[CH:6]=[CH:7][C:8]=1[N:9]1[CH:13]=[C:12]([CH3:14])[N:11]=[CH:10]1, predict the reaction product. The product is: [F:28][C:24]1[CH:23]=[C:22]([C:21]2[O:18][C:17](/[CH:16]=[CH:15]/[C:5]3[CH:6]=[CH:7][C:8]([N:9]4[CH:13]=[C:12]([CH3:14])[N:11]=[CH:10]4)=[C:3]([O:2][CH3:1])[CH:4]=3)=[N:19][N:20]=2)[CH:27]=[CH:26][CH:25]=1. (9) Given the reactants [C:1]([O:5][C:6]([N:8]1[CH2:13][CH2:12][CH:11]([CH2:14][CH2:15][CH2:16]OS(C)(=O)=O)[CH2:10][CH2:9]1)=[O:7])([CH3:4])([CH3:3])[CH3:2].[CH3:22][N:23](C)C=O, predict the reaction product. The product is: [C:1]([O:5][C:6]([N:8]1[CH2:13][CH2:12][CH:11]([CH2:14][CH2:15][CH2:16][C:22]#[N:23])[CH2:10][CH2:9]1)=[O:7])([CH3:4])([CH3:3])[CH3:2]. (10) Given the reactants I[CH2:2][C@@H:3]([CH3:16])[CH2:4][N:5]1[C:14]2[C:9](=[CH:10][CH:11]=[CH:12][CH:13]=2)[CH:8]=[CH:7][C:6]1=[O:15].[CH2:17]([O:20][CH:21]1[CH2:26][CH2:25][NH:24][CH2:23][CH2:22]1)[CH2:18][CH3:19], predict the reaction product. The product is: [CH3:16][C@H:3]([CH2:2][N:24]1[CH2:25][CH2:26][CH:21]([O:20][CH2:17][CH2:18][CH3:19])[CH2:22][CH2:23]1)[CH2:4][N:5]1[C:14]2[C:9](=[CH:10][CH:11]=[CH:12][CH:13]=2)[CH:8]=[CH:7][C:6]1=[O:15].